Predict the product of the given reaction. From a dataset of Forward reaction prediction with 1.9M reactions from USPTO patents (1976-2016). (1) Given the reactants [CH2:1]([N:8]1[C:16]2[C:11](=[CH:12][C:13]([C:17]([OH:26])([C:22]([F:25])([F:24])[F:23])[C:18]([F:21])([F:20])[F:19])=[CH:14][CH:15]=2)[CH:10]=[CH:9]1)[C:2]1[CH:7]=[CH:6][CH:5]=[CH:4][CH:3]=1.C1CCN2C(=NCCC2)CC1.[Si:38](Cl)([CH2:43][CH3:44])([CH2:41][CH3:42])[CH2:39][CH3:40], predict the reaction product. The product is: [CH2:1]([N:8]1[C:16]2[C:11](=[CH:12][C:13]([C:17]([O:26][Si:38]([CH2:43][CH3:44])([CH2:41][CH3:42])[CH2:39][CH3:40])([C:18]([F:19])([F:20])[F:21])[C:22]([F:25])([F:23])[F:24])=[CH:14][CH:15]=2)[CH:10]=[CH:9]1)[C:2]1[CH:3]=[CH:4][CH:5]=[CH:6][CH:7]=1. (2) Given the reactants C([O:8][C:9]1[CH:14]=[C:13]([O:15]CC2C=CC=CC=2)[C:12]([CH:23]([CH3:25])[CH3:24])=[CH:11][C:10]=1[C:26](=[N:40][NH2:41])[NH:27][C:28]1[CH:33]=[CH:32][C:31]([N:34]2[CH2:39][CH2:38][O:37][CH2:36][CH2:35]2)=[CH:30][CH:29]=1)C1C=CC=CC=1.[C:42](N1C=CN=C1)(N1C=CN=C1)=[O:43], predict the reaction product. The product is: [OH:43][C:42]1[N:27]([C:28]2[CH:33]=[CH:32][C:31]([N:34]3[CH2:39][CH2:38][O:37][CH2:36][CH2:35]3)=[CH:30][CH:29]=2)[C:26]([C:10]2[CH:11]=[C:12]([CH:23]([CH3:25])[CH3:24])[C:13]([OH:15])=[CH:14][C:9]=2[OH:8])=[N:40][N:41]=1. (3) Given the reactants [CH2:1]([O:4][C:5]1[CH:6]=[C:7]([OH:12])[CH:8]=[C:9]([CH3:11])[CH:10]=1)[CH:2]=[CH2:3].F[C:14]1[CH:21]=[CH:20][C:17]([CH:18]=[O:19])=[CH:16][CH:15]=1, predict the reaction product. The product is: [CH2:1]([O:4][C:5]1[CH:6]=[C:7]([CH:8]=[C:9]([CH3:11])[CH:10]=1)[O:12][C:14]1[CH:21]=[CH:20][C:17]([CH:18]=[O:19])=[CH:16][CH:15]=1)[CH:2]=[CH2:3]. (4) Given the reactants [H-].C[C@H]1C[C@]23[C@@H]4CCCN2CCC[C@@H]3C(=O)C[C@@H]4C1.[N:20]1[CH:25]=[CH:24][CH:23]=[C:22]([CH:26]=[CH:27][CH2:28][C:29]([O:31]CC)=[O:30])[CH:21]=1, predict the reaction product. The product is: [N:20]1[CH:25]=[CH:24][CH:23]=[C:22]([CH:26]=[CH:27][CH2:28][C:29]([OH:31])=[O:30])[CH:21]=1. (5) Given the reactants [Cl-].[CH2:2]([N+:6]1[CH:11]=[CH:10][CH:9]=[CH:8][CH:7]=1)[CH2:3][CH2:4][CH3:5].[S:12]([O:16]C)([O:14]C)=[O:13], predict the reaction product. The product is: [CH3:2][S:12]([O-:16])(=[O:14])=[O:13].[CH2:2]([N+:6]1[CH:11]=[CH:10][CH:9]=[CH:8][CH:7]=1)[CH2:3][CH2:4][CH3:5]. (6) Given the reactants [NH2:1][C@@H:2]1[CH2:7][CH2:6][CH2:5][CH2:4][C@H:3]1[OH:8].[OH-].[Na+].[OH-].[K+].[CH2:13](Cl)[C:14]1[CH:19]=[CH:18][CH:17]=[CH:16][CH:15]=1, predict the reaction product. The product is: [CH2:13]([O:8][CH:3]1[CH2:4][CH2:5][CH2:6][CH2:7][CH:2]1[NH2:1])[C:14]1[CH:19]=[CH:18][CH:17]=[CH:16][CH:15]=1.